This data is from Forward reaction prediction with 1.9M reactions from USPTO patents (1976-2016). The task is: Predict the product of the given reaction. Given the reactants C(OC([N:8]1[CH2:13][CH2:12][N:11]([C:14]([C:16]2[C:17]3[C:31](/[CH:32]=[CH:33]/[C:34]4[CH:35]=[C:36]5[C:40](=[CH:41][CH:42]=4)[CH2:39][N:38]([CH3:43])[C:37]5=[O:44])=[N:30][N:29](C4CCCCO4)[C:18]=3[N:19]=[C:20]([C:22]3[CH:27]=[CH:26][C:25]([OH:28])=[CH:24][CH:23]=3)[CH:21]=2)=[O:15])[CH2:10][CH2:9]1)=O)(C)(C)C.Cl.C(OCC)C, predict the reaction product. The product is: [OH:28][C:25]1[CH:26]=[CH:27][C:22]([C:20]2[N:19]=[C:18]3[NH:29][N:30]=[C:31](/[CH:32]=[CH:33]/[C:34]4[CH:35]=[C:36]5[C:40]([CH2:39][N:38]([CH3:43])[C:37]5=[O:44])=[CH:41][CH:42]=4)[C:17]3=[C:16]([C:14]([N:11]3[CH2:10][CH2:9][NH:8][CH2:13][CH2:12]3)=[O:15])[CH:21]=2)=[CH:23][CH:24]=1.